Dataset: Retrosynthesis with 50K atom-mapped reactions and 10 reaction types from USPTO. Task: Predict the reactants needed to synthesize the given product. (1) Given the product C=CCNc1c(N)c(Cl)nc2ccccc12, predict the reactants needed to synthesize it. The reactants are: C=CCNc1c([N+](=O)[O-])c(Cl)nc2ccccc12. (2) Given the product CN1CCC(Oc2ccc(NC(=O)c3[nH]cnc3C(=O)Nc3nc4ccccc4[nH]3)c(Cl)c2)CC1, predict the reactants needed to synthesize it. The reactants are: C=O.O=C(Nc1nc2ccccc2[nH]1)c1nc[nH]c1C(=O)Nc1ccc(OC2CCNCC2)cc1Cl. (3) Given the product Nc1ccc(C2=NC(Cc3ccccc3Br)C(=O)Nc3ccc(Cl)cc32)cc1, predict the reactants needed to synthesize it. The reactants are: CC(C)(C)OC(=O)Nc1ccc(C2=NC(Cc3ccccc3Br)C(=O)Nc3ccc(Cl)cc32)cc1.